This data is from Experimentally validated miRNA-target interactions with 360,000+ pairs, plus equal number of negative samples. The task is: Binary Classification. Given a miRNA mature sequence and a target amino acid sequence, predict their likelihood of interaction. (1) The miRNA is hsa-miR-4647 with sequence GAAGAUGGUGCUGUGCUGAGGAA. The protein sequence of the target gene is MPRCPAGAMDEGPVDLRTRPKAAGLPGAALPLRKRPLRAPSPEPAAPRGAAGLVVPLDPLRGGCDLPAVPGPPHGLARPEALYYPGALLPLYPTRAMGSPFPLVNLPTPLYPMMCPMEHPLSADIAMATRADEDGDTPLHIAVVQGNLPAVHRLVNLFQQGGRELDIYNNLRQTPLHLAVITTLPSVVRLLVTAGASPMALDRHGQTAAHLACEHRSPTCLRALLDSAAPGTLDLEARNYDGLTALHVAVNTECQETVQLLLERGADIDAVDIKSGRSPLIHAVENNSLSMVQLLLQHGA.... Result: 1 (interaction). (2) Result: 0 (no interaction). The protein sequence of the target gene is MASVAGDSAMEVVPALAEEAAAEATGPSCLVQLPGEVLEYILCSGSLTALDIGRVSSTCRRLREVCQSSGQVWKEQFRVRWPSLMKHYSPTDYVNWLEEYKVRQKAGLEARKIVASFSKRFFSEHVPCNGFSDIENLEGPEIFFEDELVCILNMEGRKALTWKYYAKKILYYLRQQKILNNLKAFLQQPDDYESYLEGAVYIDQYCNPLSDISFRDIQAQIHSIVELVCKTLRGINSRHPSLTFRAGESSMIMEIELQSQVLDAINYVLYDQLKFKGNRMDYYNALNLYMHQVLTRRTGI.... The miRNA is hsa-miR-6809-5p with sequence UGGCAAGGAAAGAAGAGGAUCA. (3) The miRNA is ath-miR837-3p with sequence AAACGAACAAAAAACUGAUGG. The protein sequence of the target gene is MTSVRCKLAQYLEDLEDVDLKKFKMHLEDYPPEKGCIPVPRGQMEKADHLDLATLMIDFNGEEKAWAMAVWIFAAINRRDLWEKAKKDQPEWNDTCTSHSSMVCQEDSLEEEWMGLLGYLSRISICKKKKDYCKMYRRHVRSRFYSIKDRNARLGESVDLNSRYTQLQLVKEHPSKQEREHELLTIGRTKMRDSPMSSLKLELLFEPEDGHSEPVHTVVFQGAAGIGKTILARKIMLDWALGKLFKDKFDYLFFIHCREVSLRTPRSLADLIVSCWPDPNPPVCKILRKPSRILFLMDGF.... Result: 0 (no interaction). (4) The miRNA is hsa-miR-302a-3p with sequence UAAGUGCUUCCAUGUUUUGGUGA. The protein sequence of the target gene is MDGMKYIISLFFIFVFLEGSKTEQVKHSDTYCVFQDKKYRVGEKWHPYLEPYGLVYCVNCICSENGNVLCSRVRCPSLHCLSPVHIPHLCCPRCPDSLPPVNNKVTSKSCEYNGTTYQHGELFIAEGLFQNRQPNQCSQCSCSEGNVYCGLKTCPKLTCAFPVSVPDSCCRVCRGDAELSWEHADGDIFRQPANREARHSYLRSPYDPPPNRQAGGLPRFPGSRSHRGAVIDSQQASGTIVQIVINNKHKHGQVCVSNGKTYSHGESWHPNLRAFGIVECVLCTCNVTKQECKKIHCPNR.... Result: 0 (no interaction). (5) The miRNA is mmu-miR-28c with sequence AGGAGCUCACAGUCUAUUGA. The protein sequence of the target gene is MLTSKGQGFLHGGLCLWLCVFTPFFKGCVGCATEERLFHKLFSHYNQFIRPVENVSDPVTVHFEVAITQLANVDEVNQIMETNLWLRHIWNDYKLRWDPMEYDGIETLRVPADKIWKPDIVLYNNAVGDFQVEGKTKALLKYNGMITWTPPAIFKSSCPMDITFFPFDHQNCSLKFGSWTYDKAEIDLLIIGSKVDMNDFWENSEWEIIDASGYKHDIKYNCCEEIYTDITYSFYIRRLPMFYTINLIIPCLFISFLTVLVFYLPSDCGEKVTLCISVLLSLTVFLLVITETIPSTSLVV.... Result: 0 (no interaction). (6) The miRNA is hsa-miR-513b-5p with sequence UUCACAAGGAGGUGUCAUUUAU. The protein sequence of the target gene is MPFLGQDWRSPGQSWVKTADGWKRFLDEKSGSFVSDLSSYCNKEVYSKENLFSSLNYDVAAKKRKKDIQNSKTKTQYFHQEKWIYVHKGSTKERHGYCTLGEAFNRLDFSTAILDSRRFNYVVRLLELIAKSQLTSLSGIAQKNFMNILEKVVLKVLEDQQNIRLIRELLQTLYTSLCTLVQRVGKSVLVGNINMWVYRMETILHWQQQLNSIQISRPAFKGLTITDLPVCLQLNIMQRLSDGRDLVSLGQAAPDLHVLSEDRLLWKRLCQYHFSERQIRKRLILSDKGQLDWKKMYFKL.... Result: 0 (no interaction).